This data is from Full USPTO retrosynthesis dataset with 1.9M reactions from patents (1976-2016). The task is: Predict the reactants needed to synthesize the given product. Given the product [Cl:16][C:17]1[CH:22]=[CH:21][C:20]([NH:23][S:12]([C:9]2[CH:10]=[CH:11][C:6]([C:5]3[O:1][CH:2]=[N:3][CH:4]=3)=[CH:7][CH:8]=2)(=[O:14])=[O:13])=[C:19]([C:24]2[C:33]3[C:28](=[CH:29][CH:30]=[CH:31][CH:32]=3)[CH:27]=[CH:26][N:25]=2)[CH:18]=1, predict the reactants needed to synthesize it. The reactants are: [O:1]1[C:5]([C:6]2[CH:11]=[CH:10][C:9]([S:12](Cl)(=[O:14])=[O:13])=[CH:8][CH:7]=2)=[CH:4][N:3]=[CH:2]1.[Cl:16][C:17]1[CH:22]=[CH:21][C:20]([NH2:23])=[C:19]([C:24]2[C:33]3[C:28](=[CH:29][CH:30]=[CH:31][CH:32]=3)[CH:27]=[CH:26][N:25]=2)[CH:18]=1.